Dataset: Reaction yield outcomes from USPTO patents with 853,638 reactions. Task: Predict the reaction yield, written as a fraction of the theoretical maximum amount of product (1.0 means a 100% yield; for example, 0.34 means a 34% yield). The reactants are [NH2:1][CH2:2][CH2:3][CH2:4][CH2:5][C:6]1[CH:22]=[CH:21][C:9]([O:10][CH2:11][C:12]([NH:14][C:15]2[CH:20]=[CH:19][CH:18]=[CH:17][CH:16]=2)=[O:13])=[CH:8][CH:7]=1.C(N(CC)CC)C.I.[NH2:31][C:32]1[C:33]([C:40]([NH:42][C:43](=[NH:46])SC)=[O:41])=[N:34][C:35]([Cl:39])=[C:36]([NH2:38])[N:37]=1. The catalyst is C(O)C. The product is [NH2:31][C:32]1[C:33]([C:40]([N:42]=[C:43]([NH2:46])[NH:1][CH2:2][CH2:3][CH2:4][CH2:5][C:6]2[CH:22]=[CH:21][C:9]([O:10][CH2:11][C:12]([NH:14][C:15]3[CH:16]=[CH:17][CH:18]=[CH:19][CH:20]=3)=[O:13])=[CH:8][CH:7]=2)=[O:41])=[N:34][C:35]([Cl:39])=[C:36]([NH2:38])[N:37]=1. The yield is 0.670.